From a dataset of Forward reaction prediction with 1.9M reactions from USPTO patents (1976-2016). Predict the product of the given reaction. (1) Given the reactants [CH3:1][O:2][C:3]1[CH:8]=[CH:7][C:6]([CH3:9])=[CH:5][C:4]=1[NH:10][C:11]([NH:13][C:14]1[CH:19]=[CH:18][C:17]([N:20]2[CH2:25][CH2:24][NH:23][CH2:22][CH2:21]2)=[CH:16][CH:15]=1)=[O:12].[CH:26](=O)[C:27]1[CH:32]=[CH:31][CH:30]=[CH:29][CH:28]=1.O1CCCC1.[OH-].[Na+], predict the reaction product. The product is: [CH2:26]([N:23]1[CH2:22][CH2:21][N:20]([C:17]2[CH:18]=[CH:19][C:14]([NH:13][C:11]([NH:10][C:4]3[CH:5]=[C:6]([CH3:9])[CH:7]=[CH:8][C:3]=3[O:2][CH3:1])=[O:12])=[CH:15][CH:16]=2)[CH2:25][CH2:24]1)[C:27]1[CH:32]=[CH:31][CH:30]=[CH:29][CH:28]=1. (2) Given the reactants [Cl:1][C:2]1[N:3]=[N:4][CH:5]=[C:6](Cl)[CH:7]=1.Cl.[NH2:10][C@H:11]1[CH2:16][CH2:15][CH2:14][CH2:13][C@H:12]1[C:17]([O:19][CH2:20][CH3:21])=[O:18].C(N(CC)CC)C, predict the reaction product. The product is: [Cl:1][C:2]1[N:3]=[N:4][CH:5]=[C:6]([NH:10][C@H:11]2[CH2:16][CH2:15][CH2:14][CH2:13][C@H:12]2[C:17]([O:19][CH2:20][CH3:21])=[O:18])[CH:7]=1. (3) Given the reactants C(O)(=O)C.[CH:5](=[NH:7])[NH2:6].CN(C)[CH:10]=[CH:11][C:12]([C:14]1[CH:15]=[C:16]([CH:21]=[CH:22][CH:23]=1)[C:17]([O:19][CH3:20])=[O:18])=O.C(O)(=O)C.CNC, predict the reaction product. The product is: [N:7]1[CH:10]=[CH:11][C:12]([C:14]2[CH:15]=[C:16]([CH:21]=[CH:22][CH:23]=2)[C:17]([O:19][CH3:20])=[O:18])=[N:6][CH:5]=1. (4) Given the reactants [OH:1][C:2]1[CH:3]=[C:4]2[C:9](=[CH:10][CH:11]=1)[CH:8]([CH2:12][C:13]([OH:15])=O)[CH2:7][CH2:6][CH2:5]2.Cl.[C:17]([O:21][C:22](=[O:39])[CH2:23][NH:24][CH2:25][C:26]1[CH:27]=[C:28]([CH:36]=[CH:37][CH:38]=1)[C:29]([O:31][C:32]([CH3:35])([CH3:34])[CH3:33])=[O:30])([CH3:20])([CH3:19])[CH3:18].Cl.CN(C)CCCN=C=NCC.N1(O)C2C=CC=CC=2N=N1, predict the reaction product. The product is: [C:17]([O:21][C:22](=[O:39])[CH2:23][N:24]([CH2:25][C:26]1[CH:27]=[C:28]([CH:36]=[CH:37][CH:38]=1)[C:29]([O:31][C:32]([CH3:34])([CH3:33])[CH3:35])=[O:30])[C:13](=[O:15])[CH2:12][CH:8]1[C:9]2[C:4](=[CH:3][C:2]([OH:1])=[CH:11][CH:10]=2)[CH2:5][CH2:6][CH2:7]1)([CH3:18])([CH3:19])[CH3:20]. (5) The product is: [F:40][C:24]1[CH:25]=[C:26]([N:29]2[CH2:33][C@H:32]([CH2:34][NH:35][C:36](=[O:38])[CH3:37])[O:31][C:30]2=[O:39])[CH:27]=[CH:28][C:23]=1[N:20]1[CH2:21][CH2:22][N:17]([CH:14]2[CH2:15][CH2:16][NH:11][CH2:12][CH2:13]2)[CH2:18][CH2:19]1. Given the reactants C(OC([N:11]1[CH2:16][CH2:15][CH:14]([N:17]2[CH2:22][CH2:21][N:20]([C:23]3[CH:28]=[CH:27][C:26]([N:29]4[CH2:33][C@@H:32]([CH2:34][NH:35][C:36](=[O:38])[CH3:37])[O:31][C:30]4=[O:39])=[CH:25][C:24]=3[F:40])[CH2:19][CH2:18]2)[CH2:13][CH2:12]1)=O)C1C=CC=CC=1, predict the reaction product.